This data is from NCI-60 drug combinations with 297,098 pairs across 59 cell lines. The task is: Regression. Given two drug SMILES strings and cell line genomic features, predict the synergy score measuring deviation from expected non-interaction effect. (1) Drug 1: C1CCC(CC1)NC(=O)N(CCCl)N=O. Drug 2: C(CN)CNCCSP(=O)(O)O. Cell line: OVCAR-8. Synergy scores: CSS=-0.934, Synergy_ZIP=-6.30, Synergy_Bliss=-11.1, Synergy_Loewe=-27.6, Synergy_HSA=-12.5. (2) Drug 1: C1CCC(C1)C(CC#N)N2C=C(C=N2)C3=C4C=CNC4=NC=N3. Drug 2: CC1=C(C=C(C=C1)C(=O)NC2=CC(=CC(=C2)C(F)(F)F)N3C=C(N=C3)C)NC4=NC=CC(=N4)C5=CN=CC=C5. Cell line: A498. Synergy scores: CSS=-2.95, Synergy_ZIP=2.06, Synergy_Bliss=2.42, Synergy_Loewe=-2.68, Synergy_HSA=-2.23. (3) Synergy scores: CSS=40.3, Synergy_ZIP=1.24, Synergy_Bliss=-0.340, Synergy_Loewe=-46.0, Synergy_HSA=-4.00. Drug 1: CC1=CC2C(CCC3(C2CCC3(C(=O)C)OC(=O)C)C)C4(C1=CC(=O)CC4)C. Cell line: HS 578T. Drug 2: CC1=C2C(C(=O)C3(C(CC4C(C3C(C(C2(C)C)(CC1OC(=O)C(C(C5=CC=CC=C5)NC(=O)C6=CC=CC=C6)O)O)OC(=O)C7=CC=CC=C7)(CO4)OC(=O)C)O)C)OC(=O)C. (4) Drug 1: C1=C(C(=O)NC(=O)N1)N(CCCl)CCCl. Drug 2: CC(C)NC(=O)C1=CC=C(C=C1)CNNC.Cl. Cell line: SK-MEL-28. Synergy scores: CSS=9.30, Synergy_ZIP=1.90, Synergy_Bliss=6.68, Synergy_Loewe=-5.65, Synergy_HSA=0.933. (5) Drug 2: C1CC(=O)NC(=O)C1N2C(=O)C3=CC=CC=C3C2=O. Synergy scores: CSS=62.8, Synergy_ZIP=2.02, Synergy_Bliss=-1.99, Synergy_Loewe=-14.6, Synergy_HSA=-3.14. Cell line: HL-60(TB). Drug 1: C1CC(C1)(C(=O)O)C(=O)O.[NH2-].[NH2-].[Pt+2]. (6) Drug 1: CS(=O)(=O)C1=CC(=C(C=C1)C(=O)NC2=CC(=C(C=C2)Cl)C3=CC=CC=N3)Cl. Drug 2: C1CCC(C1)C(CC#N)N2C=C(C=N2)C3=C4C=CNC4=NC=N3. Cell line: SF-268. Synergy scores: CSS=1.74, Synergy_ZIP=3.88, Synergy_Bliss=8.30, Synergy_Loewe=2.54, Synergy_HSA=2.64. (7) Drug 1: CC1=C(C=C(C=C1)C(=O)NC2=CC(=CC(=C2)C(F)(F)F)N3C=C(N=C3)C)NC4=NC=CC(=N4)C5=CN=CC=C5. Drug 2: C1CN1C2=NC(=NC(=N2)N3CC3)N4CC4. Cell line: MCF7. Synergy scores: CSS=10.5, Synergy_ZIP=-2.52, Synergy_Bliss=1.47, Synergy_Loewe=-6.93, Synergy_HSA=-0.840.